Dataset: Peptide-MHC class I binding affinity with 185,985 pairs from IEDB/IMGT. Task: Regression. Given a peptide amino acid sequence and an MHC pseudo amino acid sequence, predict their binding affinity value. This is MHC class I binding data. The peptide sequence is KSRCGSLGY. The MHC is HLA-A26:01 with pseudo-sequence HLA-A26:01. The binding affinity (normalized) is 0.229.